From a dataset of Catalyst prediction with 721,799 reactions and 888 catalyst types from USPTO. Predict which catalyst facilitates the given reaction. (1) Reactant: [CH:1]1([NH:4][C:5]([C:7]2[CH:8]=[C:9]([F:31])[C:10]([CH3:30])=[C:11]([C:13]3[C:14]([C:27](O)=[O:28])=[CH:15][C:16]([C:19]([NH:21][CH2:22][C:23]([CH3:26])([CH3:25])[CH3:24])=[O:20])=[CH:17][CH:18]=3)[CH:12]=2)=[O:6])[CH2:3][CH2:2]1.C(Cl)CCl.C1C=CC2N(O)N=NC=2C=1.CCN(CC)CC.[N:53]1([CH2:58][CH2:59][NH2:60])[CH2:57][CH2:56][CH2:55][CH2:54]1. Product: [CH:1]1([NH:4][C:5]([C:7]2[CH:12]=[C:11]([C:13]3[C:14]([C:27]([NH:60][CH2:59][CH2:58][N:53]4[CH2:57][CH2:56][CH2:55][CH2:54]4)=[O:28])=[CH:15][C:16]([C:19]([NH:21][CH2:22][C:23]([CH3:24])([CH3:26])[CH3:25])=[O:20])=[CH:17][CH:18]=3)[C:10]([CH3:30])=[C:9]([F:31])[CH:8]=2)=[O:6])[CH2:3][CH2:2]1. The catalyst class is: 2. (2) Reactant: [CH3:1][O:2][C:3]1[CH:8]=[CH:7][C:6]([O:9][CH3:10])=[CH:5][C:4]=1[S:11]([NH:14][C@@H:15]1[CH2:19][CH2:18][N:17]([C:20]([O:22][C:23]([CH3:26])([CH3:25])[CH3:24])=[O:21])[CH2:16]1)(=[O:13])=[O:12].[H-].[Na+].Br[CH2:30][CH3:31]. Product: [CH3:1][O:2][C:3]1[CH:8]=[CH:7][C:6]([O:9][CH3:10])=[CH:5][C:4]=1[S:11]([N:14]([CH2:30][CH3:31])[C@@H:15]1[CH2:19][CH2:18][N:17]([C:20]([O:22][C:23]([CH3:26])([CH3:25])[CH3:24])=[O:21])[CH2:16]1)(=[O:12])=[O:13]. The catalyst class is: 3. (3) Reactant: [CH:1]1[CH:2]=[C:3]([CH2:6][NH:7][C:8]2[C:13]([C:14]3[N:18]=[N:17][NH:16][N:15]=3)=[CH:12][C:11]([S:19]([NH2:22])(=[O:21])=[O:20])=[C:10]([Cl:23])[CH:9]=2)[S:4][CH:5]=1.[C:24]([O:30][CH2:31]Cl)(=[O:29])[C:25]([CH3:28])([CH3:27])[CH3:26].C(N(CC)CC)C.[I-].[Na+]. Product: [C:25]([C:24]([O:30][CH2:31][N:15]1[C:14]([C:13]2[C:8]([NH:7][CH2:6][C:3]3[S:4][CH:5]=[CH:1][CH:2]=3)=[CH:9][C:10]([Cl:23])=[C:11]([S:19]([NH2:22])(=[O:21])=[O:20])[CH:12]=2)=[N:18][N:17]=[N:16]1)=[O:29])([CH3:28])([CH3:27])[CH3:26]. The catalyst class is: 3. (4) Reactant: [CH:1]1([C:4]2[C:5]([C:15]([O:17]C)=[O:16])=[N:6][O:7][C:8]=2[C:9]2[CH:14]=[CH:13][CH:12]=[CH:11][CH:10]=2)[CH2:3][CH2:2]1.[OH-].[Na+].C(O)(=O)C. Product: [CH:1]1([C:4]2[C:5]([C:15]([OH:17])=[O:16])=[N:6][O:7][C:8]=2[C:9]2[CH:10]=[CH:11][CH:12]=[CH:13][CH:14]=2)[CH2:2][CH2:3]1. The catalyst class is: 5.